Predict the product of the given reaction. From a dataset of Forward reaction prediction with 1.9M reactions from USPTO patents (1976-2016). (1) Given the reactants [C:1]([O:5][C:6](=[O:22])[NH:7][C:8]1[CH:13]=[CH:12][CH:11]=[C:10]([NH:14][CH:15]2[CH2:20][CH2:19][N:18]([CH3:21])[CH2:17][CH2:16]2)[CH:9]=1)([CH3:4])([CH3:3])[CH3:2].C=O.[C:25](O)(=O)C.C([BH3-])#N.[Na+], predict the reaction product. The product is: [C:1]([O:5][C:6](=[O:22])[NH:7][C:8]1[CH:13]=[CH:12][CH:11]=[C:10]([N:14]([CH3:25])[CH:15]2[CH2:20][CH2:19][N:18]([CH3:21])[CH2:17][CH2:16]2)[CH:9]=1)([CH3:4])([CH3:3])[CH3:2]. (2) Given the reactants [CH2:1]([N:8]1[C:17]2[C:12](=[C:13]([C:18]3[C:23]([CH3:24])=[CH:22][C:21]([CH3:25])=[CH:20][C:19]=3[CH3:26])[CH:14]=[CH:15][CH:16]=2)[C:11](=[O:27])[C:10](Br)=[CH:9]1)[C:2]1[CH:7]=[CH:6][CH:5]=[CH:4][CH:3]=1.[CH3:29]B(O)O.C(=O)([O-])[O-].[K+].[K+].O, predict the reaction product. The product is: [CH2:1]([N:8]1[C:17]2[C:12](=[C:13]([C:18]3[C:23]([CH3:24])=[CH:22][C:21]([CH3:25])=[CH:20][C:19]=3[CH3:26])[CH:14]=[CH:15][CH:16]=2)[C:11](=[O:27])[C:10]([CH3:29])=[CH:9]1)[C:2]1[CH:7]=[CH:6][CH:5]=[CH:4][CH:3]=1. (3) Given the reactants [CH2:1]([O:8][C:9]1[CH:14]=[C:13](F)[CH:12]=[CH:11][C:10]=1[N+:16]([O-:18])=[O:17])[C:2]1[CH:7]=[CH:6][CH:5]=[CH:4][CH:3]=1.CC1[CH:25]=[CH:24][C:23]([SH:26])=[CH:22][CH:21]=1.[C:27](=[O:30])([O-])[O-].[K+].[K+].[CH3:33]N(C)C=O, predict the reaction product. The product is: [CH2:1]([O:8][C:9]1[CH:14]=[C:13]([O:30][C:27]2[CH:25]=[CH:24][C:23]([S:26][CH3:33])=[CH:22][CH:21]=2)[CH:12]=[CH:11][C:10]=1[N+:16]([O-:18])=[O:17])[C:2]1[CH:7]=[CH:6][CH:5]=[CH:4][CH:3]=1. (4) Given the reactants Cl[C:2]1[CH:7]=[CH:6][CH:5]=[C:4](OC)[C:3]=1[C:10]1C=CC=CC=1Cl.[F:17][C:18]1[CH:23]=[CH:22][CH:21]=[C:20]([O:24][CH3:25])[C:19]=1B(O)O.CC1C=CC=CC=1Br, predict the reaction product. The product is: [F:17][C:18]1[C:19]([C:2]2[CH:7]=[CH:6][CH:5]=[CH:4][C:3]=2[CH3:10])=[C:20]([O:24][CH3:25])[CH:21]=[CH:22][CH:23]=1. (5) Given the reactants C1COCC1.Cl[C:7]1[C:12]([C:13]([F:16])([F:15])[F:14])=[CH:11][C:10]([Cl:17])=[CH:9][N:8]=1.[H-].[Na+].[CH3:20][O:21][N:22]=[C:23]([C:32]1[CH:36]=[C:35]([CH3:37])[O:34][N:33]=1)[C:24]1[CH:29]=[CH:28][CH:27]=[CH:26][C:25]=1[CH2:30][OH:31], predict the reaction product. The product is: [CH3:20][O:21][N:22]=[C:23]([C:32]1[CH:36]=[C:35]([CH3:37])[O:34][N:33]=1)[C:24]1[CH:29]=[CH:28][CH:27]=[CH:26][C:25]=1[CH2:30][O:31][C:7]1[C:12]([C:13]([F:16])([F:15])[F:14])=[CH:11][C:10]([Cl:17])=[CH:9][N:8]=1. (6) Given the reactants CCN(C(C)C)C(C)C.[I:10][C:11]1[CH:19]=[CH:18][C:14]([C:15](Cl)=[O:16])=[CH:13][CH:12]=1.Cl.[CH3:21][NH:22][C:23](=[O:31])[C@H:24]([C:27](=[O:30])[O:28][CH3:29])[NH:25][CH3:26], predict the reaction product. The product is: [I:10][C:11]1[CH:19]=[CH:18][C:14]([C:15](=[O:16])[N:25]([CH:24]([C:23]([NH:22][CH3:21])=[O:31])[C:27]([O:28][CH3:29])=[O:30])[CH3:26])=[CH:13][CH:12]=1. (7) Given the reactants [CH3:1][O:2][C:3]1[CH:4]=[C:5]2[C:10](=[CH:11][C:12]=1[O:13][CH3:14])[N:9]=[CH:8][CH:7]=[C:6]2[O:15][C:16]1[CH:21]=[CH:20][C:19]([NH:22][C:23](=O)[CH2:24][O:25][C:26]2[CH:31]=[C:30]([Cl:32])[CH:29]=[CH:28][C:27]=2[Cl:33])=[CH:18][CH:17]=1.Cl.[OH-].[Na+], predict the reaction product. The product is: [Cl:33][C:27]1[CH:28]=[CH:29][C:30]([Cl:32])=[CH:31][C:26]=1[O:25][CH2:24][CH2:23][NH:22][C:19]1[CH:20]=[CH:21][C:16]([O:15][C:6]2[C:5]3[C:10](=[CH:11][C:12]([O:13][CH3:14])=[C:3]([O:2][CH3:1])[CH:4]=3)[N:9]=[CH:8][CH:7]=2)=[CH:17][CH:18]=1. (8) Given the reactants [OH-].[Na+].[O:3]=[C:4]([CH3:33])[CH2:5][CH2:6][CH2:7][N:8]1[CH2:13][CH2:12][C:11](=[C:14]2[C:23]3[CH:24]=[C:25]([CH2:28][C:29]([O:31]C)=[O:30])[CH:26]=[CH:27][C:22]=3[O:21][CH2:20][C:19]3[CH:18]=[CH:17][S:16][C:15]2=3)[CH2:10][CH2:9]1, predict the reaction product. The product is: [O:3]=[C:4]([CH3:33])[CH2:5][CH2:6][CH2:7][N:8]1[CH2:13][CH2:12][C:11](=[C:14]2[C:23]3[CH:24]=[C:25]([CH2:28][C:29]([OH:31])=[O:30])[CH:26]=[CH:27][C:22]=3[O:21][CH2:20][C:19]3[CH:18]=[CH:17][S:16][C:15]2=3)[CH2:10][CH2:9]1. (9) The product is: [O:6]=[C:2]1[CH2:3][CH2:4][CH2:5][N:1]1[C:12]([O:11][C:7]([CH3:10])([CH3:9])[CH3:8])=[O:13]. Given the reactants [NH:1]1[CH2:5][CH2:4][CH2:3][C:2]1=[O:6].[C:7]([O:11][C:12](O[C:12]([O:11][C:7]([CH3:10])([CH3:9])[CH3:8])=[O:13])=[O:13])([CH3:10])([CH3:9])[CH3:8], predict the reaction product. (10) Given the reactants Cl[C:2]1[N:7]=[C:6]([N:8]2[CH2:13][CH2:12][NH:11][CH2:10][CH2:9]2)[CH:5]=[N:4][CH:3]=1.[O:14]1[CH:18]=[CH:17][CH:16]=[C:15]1[CH2:19][OH:20], predict the reaction product. The product is: [O:14]1[CH:18]=[CH:17][CH:16]=[C:15]1[CH2:19][O:20][C:2]1[CH:3]=[N:4][CH:5]=[C:6]([N:8]2[CH2:13][CH2:12][NH:11][CH2:10][CH2:9]2)[N:7]=1.